This data is from Forward reaction prediction with 1.9M reactions from USPTO patents (1976-2016). The task is: Predict the product of the given reaction. (1) Given the reactants [C:1]([C:3]1([C:6]2[CH:7]=[C:8]([CH:12]=[CH:13][CH:14]=2)[C:9]([OH:11])=O)[CH2:5][CH2:4]1)#[N:2].C(Cl)(=O)C(Cl)=O.CN(C)C=O.[NH2:26][C:27]1[CH:28]=[C:29]([CH:48]=[CH:49][C:50]=1[F:51])[O:30][C:31]1[CH:45]=[CH:44][C:34]2[N:35]=[C:36]([NH:38][C:39]([CH:41]3[CH2:43][CH2:42]3)=[O:40])[S:37][C:33]=2[C:32]=1[C:46]#[N:47], predict the reaction product. The product is: [C:1]([C:3]1([C:6]2[CH:7]=[C:8]([CH:12]=[CH:13][CH:14]=2)[C:9]([NH:26][C:27]2[CH:28]=[C:29]([O:30][C:31]3[CH:45]=[CH:44][C:34]4[N:35]=[C:36]([NH:38][C:39]([CH:41]5[CH2:43][CH2:42]5)=[O:40])[S:37][C:33]=4[C:32]=3[C:46]#[N:47])[CH:48]=[CH:49][C:50]=2[F:51])=[O:11])[CH2:4][CH2:5]1)#[N:2]. (2) Given the reactants Br[C:2]1[CH:3]=[C:4]2[CH2:10][C:9]3([CH:15]4[CH2:16][CH2:17][N:12]([CH2:13][CH2:14]4)[CH2:11]3)[O:8][C:5]2=[N:6][CH:7]=1.[C:18]1(B(O)O)[CH:23]=[CH:22][CH:21]=[CH:20][CH:19]=1.COCCOC.C(=O)([O-])[O-].[Na+].[Na+], predict the reaction product. The product is: [C:18]1([C:2]2[CH:3]=[C:4]3[CH2:10][C:9]4([CH:15]5[CH2:16][CH2:17][N:12]([CH2:13][CH2:14]5)[CH2:11]4)[O:8][C:5]3=[N:6][CH:7]=2)[CH:23]=[CH:22][CH:21]=[CH:20][CH:19]=1. (3) Given the reactants Br[C:2]1[C:6](OC)([CH3:7])[CH2:5][CH2:4][C:3]=1[CH3:10].[CH2:11]([Li])[CH2:12][CH2:13][CH3:14].[Si:16]([CH3:20])([CH3:19])(Cl)Cl.O.[CH2:22](OCC)C, predict the reaction product. The product is: [CH3:10][C:3]1[CH2:4][CH:5]=[C:6]([CH3:7])[C:2]=1[Si:16]([C:14]1[CH:22]=[CH:11][CH2:12][CH:13]=1)([CH3:20])[CH3:19]. (4) The product is: [Br:1][C:2]1[C:3]([F:12])=[C:4]2[C:10]([NH:11][C:23]([C:14]3[CH:15]=[N:16][C:17]4[C:22](=[CH:21][CH:20]=[CH:19][CH:18]=4)[N:13]=3)=[O:24])=[CH:9][NH:8][C:5]2=[N:6][CH:7]=1. Given the reactants [Br:1][C:2]1[C:3]([F:12])=[C:4]2[C:10]([NH2:11])=[CH:9][NH:8][C:5]2=[N:6][CH:7]=1.[N:13]1[C:22]2[C:17](=[CH:18][CH:19]=[CH:20][CH:21]=2)[N:16]=[CH:15][C:14]=1[C:23](O)=[O:24].C1N(P(Cl)(N2C(=O)OCC2)=O)C(=O)OC1.C(N(CC)CC)C.[Li+].[OH-], predict the reaction product. (5) Given the reactants [CH3:1][N:2]1[C:10]2[C:9]3=[C:11]([O:17][C:18]4[C:19]([CH3:24])=[N:20][CH:21]=[CH:22][CH:23]=4)[S:12][C:13]([C:14]([OH:16])=O)=[C:8]3[CH2:7][CH2:6][C:5]=2[CH:4]=[N:3]1.CC[N:27]=C=NCCCN(C)C, predict the reaction product. The product is: [CH3:1][N:2]1[C:10]2[C:9]3=[C:11]([O:17][C:18]4[C:19]([CH3:24])=[N:20][CH:21]=[CH:22][CH:23]=4)[S:12][C:13]([C:14]([NH2:27])=[O:16])=[C:8]3[CH2:7][CH2:6][C:5]=2[CH:4]=[N:3]1. (6) Given the reactants [C:1]([C:3]1[C:4]([NH2:10])=[N:5][CH:6]=[C:7]([F:9])[CH:8]=1)#[CH:2].[CH2:11]([O:18][C:19]1[CH:24]=[CH:23][C:22]([CH2:25][C:26](Cl)=[N:27][OH:28])=[CH:21][CH:20]=1)[C:12]1[CH:17]=[CH:16][CH:15]=[CH:14][CH:13]=1.C(N(CC)CC)C, predict the reaction product. The product is: [CH2:11]([O:18][C:19]1[CH:24]=[CH:23][C:22]([CH2:25][C:26]2[CH:2]=[C:1]([C:3]3[C:4]([NH2:10])=[N:5][CH:6]=[C:7]([F:9])[CH:8]=3)[O:28][N:27]=2)=[CH:21][CH:20]=1)[C:12]1[CH:13]=[CH:14][CH:15]=[CH:16][CH:17]=1. (7) The product is: [C:19]([O:18][CH2:17][C:7]([NH:13][C:14](=[O:16])[CH3:15])([CH2:6][CH2:5][C:22]1[CH:23]=[CH:24][C:25]([C:28]2[CH:33]=[CH:32][CH:31]=[CH:30][CH:29]=2)=[CH:26][CH:27]=1)[CH2:8][O:9][C:10](=[O:12])[CH3:11])(=[O:21])[CH3:20]. Given the reactants C(O[CH:5]([C:22]1[CH:27]=[CH:26][C:25]([C:28]2[CH:33]=[CH:32][CH:31]=[CH:30][CH:29]=2)=[CH:24][CH:23]=1)[CH2:6][C:7]([CH2:17][O:18][C:19](=[O:21])[CH3:20])([NH:13][C:14](=[O:16])[CH3:15])[CH2:8][O:9][C:10](=[O:12])[CH3:11])(=O)C, predict the reaction product. (8) Given the reactants [NH:1]1[C:9]2[C:4](=[CH:5][CH:6]=[CH:7][C:8]=2[C:10]([O:12][CH3:13])=[O:11])[CH:3]=[CH:2]1.CC(C)([O-])C.[K+].Br[CH2:21][C:22]1[CH:27]=[CH:26][C:25]([C:28]2[CH:33]=[CH:32][CH:31]=[CH:30][CH:29]=2)=[CH:24][CH:23]=1.C(O)(=O)CC(CC(O)=O)(C(O)=O)O, predict the reaction product. The product is: [C:25]1([C:28]2[CH:29]=[CH:30][CH:31]=[CH:32][CH:33]=2)[CH:24]=[CH:23][C:22]([CH2:21][N:1]2[C:9]3[C:4](=[CH:5][CH:6]=[CH:7][C:8]=3[C:10]([O:12][CH3:13])=[O:11])[CH:3]=[CH:2]2)=[CH:27][CH:26]=1.